Dataset: Forward reaction prediction with 1.9M reactions from USPTO patents (1976-2016). Task: Predict the product of the given reaction. (1) Given the reactants [CH3:1][O:2][C:3]1[CH:8]=[CH:7][C:6]([C:9]([C:11]2[CH:16]=[CH:15][C:14]([O:17][CH2:18][CH2:19][N:20]3[CH2:25][CH2:24][CH2:23][CH2:22][CH2:21]3)=[CH:13][CH:12]=2)=O)=[C:5]([C:26]2[CH2:35][CH2:34][C:33]3[C:28](=[CH:29][CH:30]=[C:31]([O:36][CH3:37])[CH:32]=3)[CH:27]=2)[CH:4]=1.COC1C=CC(CC2C=CC(OCCN3CCCCC3)=CC=2)=C(C2CCC3C(=CC=C(OC)C=3)C=2)C=1, predict the reaction product. The product is: [CH3:1][O:2][C:3]1[CH:8]=[CH:7][C:6]([CH2:9][C:11]2[CH:16]=[CH:15][C:14]([O:17][CH2:18][CH2:19][N:20]3[CH2:25][CH2:24][CH2:23][CH2:22][CH2:21]3)=[CH:13][CH:12]=2)=[C:5]([CH:26]2[CH2:35][CH2:34][C:33]3[C:28](=[CH:29][CH:30]=[C:31]([O:36][CH3:37])[CH:32]=3)[CH2:27]2)[CH:4]=1. (2) The product is: [F:26][C:2]1([F:1])[CH2:7][CH2:6][CH:5]([C:8]2[S:25][C:11]3[N:12]=[C:13]([CH3:24])[N:14]=[C:15]([CH2:16][N:17]([CH3:30])[C:18]([CH3:23])([CH3:22])[CH2:19][O:20][CH3:21])[C:10]=3[CH:9]=2)[CH2:4][CH2:3]1. Given the reactants [F:1][C:2]1([F:26])[CH2:7][CH2:6][CH:5]([C:8]2[S:25][C:11]3[N:12]=[C:13]([CH3:24])[N:14]=[C:15]([CH2:16][NH:17][C:18]([CH3:23])([CH3:22])[CH2:19][O:20][CH3:21])[C:10]=3[CH:9]=2)[CH2:4][CH2:3]1.N1(CO)C2C=CC=C[C:30]=2N=N1.ClCCCl.[BH-](OC(C)=O)(OC(C)=O)OC(C)=O.[Na+], predict the reaction product. (3) Given the reactants Br.[NH2:2][C:3]1[C:11]([OH:12])=[CH:10][CH:9]=[CH:8][C:4]=1[C:5]([OH:7])=[O:6].[C:13](Cl)(=O)[C:14]([CH3:17])([CH3:16])[CH3:15].C(N(CC)CC)C.O.C1(C)C=CC(S(O)(=O)=O)=CC=1, predict the reaction product. The product is: [C:14]([C:17]1[O:12][C:11]2[C:3](=[C:4]([C:5]([OH:7])=[O:6])[CH:8]=[CH:9][CH:10]=2)[N:2]=1)([CH3:16])([CH3:15])[CH3:13]. (4) Given the reactants [C:1]([O:5][C:6]([NH:8][C:9]1[C:18]2[C:13](=[CH:14][CH:15]=[CH:16][CH:17]=2)[C:12]([O:19][C:20]2[CH:25]=[CH:24][N:23]=[C:22]([NH:26][C:27]3[CH:28]=[C:29]([CH:33]=[C:34]([C:36]#[CH:37])[CH:35]=3)[C:30](O)=[O:31])[N:21]=2)=[CH:11][CH:10]=1)=[O:7])([CH3:4])([CH3:3])[CH3:2].CN(C(ON1N=[N:53][C:48]2[CH:49]=[CH:50][CH:51]=[N:52][C:47]1=2)=[N+](C)C)C.F[P-](F)(F)(F)(F)F.CCN([CH:68]([CH3:70])C)C(C)C.CN(C=[O:75])C, predict the reaction product. The product is: [C:1]([O:5][C:6](=[O:7])[NH:8][C:9]1[C:18]2[C:13](=[CH:14][CH:15]=[CH:16][CH:17]=2)[C:12]([O:19][C:20]2[CH:25]=[CH:24][N:23]=[C:22]([NH:26][C:27]3[CH:28]=[C:29]([C:30](=[O:31])[NH:53][C@@H:48]([CH3:49])[CH2:47][N:52]4[CH2:51][CH2:50][O:75][CH2:68][CH2:70]4)[CH:33]=[C:34]([C:36]#[CH:37])[CH:35]=3)[N:21]=2)=[CH:11][CH:10]=1)([CH3:2])([CH3:3])[CH3:4]. (5) The product is: [ClH:19].[Cl:19][C:20]1[CH:39]=[CH:38][C:23]([NH:24][C:25]2[C:34]3[C:29](=[CH:30][C:31]([O:37][CH2:55][CH2:56][CH2:57][C:58]4[CH:63]=[CH:62][N:61]=[CH:60][CH:59]=4)=[C:32]([O:35][CH3:36])[CH:33]=3)[N:28]=[CH:27][N:26]=2)=[C:22]([F:40])[CH:21]=1. Given the reactants N(C(N1CCCCC1)=O)=NC(N1CCCCC1)=O.[Cl:19][C:20]1[CH:39]=[CH:38][C:23]([NH:24][C:25]2[C:34]3[C:29](=[CH:30][C:31]([OH:37])=[C:32]([O:35][CH3:36])[CH:33]=3)[N:28]=[CH:27][N:26]=2)=[C:22]([F:40])[CH:21]=1.C(P(CCCC)CCCC)CCC.O[CH2:55][CH2:56][CH2:57][C:58]1[CH:63]=[CH:62][N:61]=[CH:60][CH:59]=1.C(O)(=O)C, predict the reaction product. (6) Given the reactants [CH2:1]([O:8][C:9]1[C:14](=[O:15])[CH:13]=[C:12]([CH2:16][NH:17][S:18]([C:21]2[C:22]([CH3:27])=[CH:23][CH:24]=[CH:25][CH:26]=2)(=[O:20])=[O:19])O[C:10]=1[C:28]([OH:30])=[O:29])[C:2]1[CH:7]=[CH:6][CH:5]=[CH:4][CH:3]=1.C1(S(C(N)C2[N:46](C)[C:45](C(O)=O)=C(OCC3C=CC=CC=3)C(=O)C=2)(=O)=O)C=CC=CC=1, predict the reaction product. The product is: [CH2:1]([O:8][C:9]1[C:14](=[O:15])[CH:13]=[C:12]([CH2:16][NH:17][S:18]([C:21]2[C:22]([CH3:27])=[CH:23][CH:24]=[CH:25][CH:26]=2)(=[O:20])=[O:19])[N:46]([CH3:45])[C:10]=1[C:28]([OH:30])=[O:29])[C:2]1[CH:7]=[CH:6][CH:5]=[CH:4][CH:3]=1. (7) Given the reactants [CH:1]([N:4]1[CH2:9][CH2:8][NH:7][C:6](=[O:10])[CH2:5]1)([CH3:3])[CH3:2].[H-].[Na+].[C:13]([O:17][C:18](=[O:39])[N:19]([CH2:21][C:22]1[CH:27]=[C:26]([CH2:28]Cl)[CH:25]=[CH:24][C:23]=1[O:30][C:31]1[CH:36]=[CH:35][C:34]([Cl:37])=[C:33]([Cl:38])[CH:32]=1)[CH3:20])([CH3:16])([CH3:15])[CH3:14], predict the reaction product. The product is: [C:13]([O:17][C:18](=[O:39])[N:19]([CH2:21][C:22]1[CH:27]=[C:26]([CH2:28][N:7]2[CH2:8][CH2:9][N:4]([CH:1]([CH3:3])[CH3:2])[CH2:5][C:6]2=[O:10])[CH:25]=[CH:24][C:23]=1[O:30][C:31]1[CH:36]=[CH:35][C:34]([Cl:37])=[C:33]([Cl:38])[CH:32]=1)[CH3:20])([CH3:16])([CH3:14])[CH3:15]. (8) Given the reactants [C:1]([O:5][C:6]([N:8]1[CH2:13][CH2:12][N:11]([CH2:14][C:15]2[CH:20]=[C:19]([NH2:21])[C:18]([C:22]([O:24][CH2:25][CH3:26])=[O:23])=[CH:17][C:16]=2[C:27]([F:30])([F:29])[F:28])[CH2:10][CH2:9]1)=[O:7])([CH3:4])([CH3:3])[CH3:2].C(OC(=O)C1C=C(C(F)(F)F)C(C=O)=C([Cl:47])C=1N)C, predict the reaction product. The product is: [C:1]([O:5][C:6]([N:8]1[CH2:9][CH2:10][N:11]([CH2:14][C:15]2[C:16]([C:27]([F:29])([F:30])[F:28])=[CH:17][C:18]([C:22]([O:24][CH2:25][CH3:26])=[O:23])=[C:19]([NH2:21])[C:20]=2[Cl:47])[CH2:12][CH2:13]1)=[O:7])([CH3:2])([CH3:3])[CH3:4]. (9) Given the reactants Br[C:2]1[CH:3]=[CH:4][C:5]2[O:11][CH2:10][CH2:9][N:8]3[C:12]([C:18]4[NH:22][N:21]=[C:20]([CH:23]5[CH2:25][CH2:24]5)[N:19]=4)=[C:13]([C:15]([NH2:17])=[O:16])[N:14]=[C:7]3[C:6]=2[CH:26]=1.[N:27]1[CH:32]=[CH:31][CH:30]=[N:29][C:28]=1[C@:33]([OH:37])([C:35]#[CH:36])[CH3:34].C(NC(C)C)(C)C, predict the reaction product. The product is: [CH:23]1([C:20]2[N:19]=[C:18]([C:12]3[N:8]4[CH2:9][CH2:10][O:11][C:5]5[CH:4]=[CH:3][C:2]([C:36]#[C:35][C@@:33]([OH:37])([C:28]6[N:29]=[CH:30][CH:31]=[CH:32][N:27]=6)[CH3:34])=[CH:26][C:6]=5[C:7]4=[N:14][C:13]=3[C:15]([NH2:17])=[O:16])[NH:22][N:21]=2)[CH2:25][CH2:24]1.